From a dataset of CYP3A4 inhibition data for predicting drug metabolism from PubChem BioAssay. Regression/Classification. Given a drug SMILES string, predict its absorption, distribution, metabolism, or excretion properties. Task type varies by dataset: regression for continuous measurements (e.g., permeability, clearance, half-life) or binary classification for categorical outcomes (e.g., BBB penetration, CYP inhibition). Dataset: cyp3a4_veith. (1) The molecule is CCN(CC(=O)NCc1cccs1)S(=O)(=O)c1ccc(C(C)C)cc1. The result is 1 (inhibitor). (2) The compound is COc1ccc2cc(C(=O)Nc3ccc(F)cc3)sc(=O)c2c1OC. The result is 0 (non-inhibitor). (3) The molecule is CCOC(=O)c1c(C)[nH]c(C(=O)C(C)Sc2ccc(Cl)cc2)c1C. The result is 1 (inhibitor). (4) The molecule is C=CC(=O)NC(C)(C)Cc1ccccc1. The result is 1 (inhibitor). (5) The compound is Nc1ncn([C@H]2O[C@@H](CO)[C@@H](O)[C@@H]2O)c(=O)n1. The result is 0 (non-inhibitor).